Dataset: Forward reaction prediction with 1.9M reactions from USPTO patents (1976-2016). Task: Predict the product of the given reaction. (1) Given the reactants Br[C:2]1[CH:6]=[CH:5][S:4][C:3]=1[C:7]([N:9]([C:17]1[CH:22]=[CH:21][C:20]([O:23][CH3:24])=[CH:19][C:18]=1[F:25])C(=O)OC(C)(C)C)=[O:8], predict the reaction product. The product is: [F:25][C:18]1[C:17]2[NH:9][C:7](=[O:8])[C:3]3[S:4][CH:5]=[CH:6][C:2]=3[C:22]=2[CH:21]=[C:20]([O:23][CH3:24])[CH:19]=1. (2) Given the reactants C[Si](C)(C)[O-:3].[Na+].[Br:7][C:8]1[C:13]([F:14])=[CH:12][C:11]([N+:15]([O-:17])=[O:16])=[C:10](F)[CH:9]=1, predict the reaction product. The product is: [Br:7][C:8]1[C:13]([F:14])=[CH:12][C:11]([N+:15]([O-:17])=[O:16])=[C:10]([OH:3])[CH:9]=1. (3) Given the reactants [C:1]([O:5][C:6]([N:8]1[CH2:21][CH2:20][C:11]2[NH:12][C:13]3[CH:14]=[CH:15][C:16]([F:19])=[CH:17][C:18]=3[C:10]=2[CH2:9]1)=[O:7])([CH3:4])([CH3:3])[CH3:2].[O-]P([O-])([O-])=O.[K+].[K+].[K+].I[C:31]1[CH:36]=[CH:35][CH:34]=[CH:33][CH:32]=1.CNCCNC, predict the reaction product. The product is: [C:1]([O:5][C:6]([N:8]1[CH2:21][CH2:20][C:11]2[N:12]([C:31]3[CH:36]=[CH:35][CH:34]=[CH:33][CH:32]=3)[C:13]3[CH:14]=[CH:15][C:16]([F:19])=[CH:17][C:18]=3[C:10]=2[CH2:9]1)=[O:7])([CH3:4])([CH3:2])[CH3:3]. (4) Given the reactants [OH-].[Na+].[BH4-].[Na+].[CH3:5][CH:6]1[CH2:10][CH2:9][CH2:8][N:7]1[C:11]1[CH2:14][C:13](=[O:15])[CH:12]=1, predict the reaction product. The product is: [CH3:5][CH:6]1[CH2:10][CH2:9][CH2:8][N:7]1[C@@H:11]1[CH2:12][C@H:13]([OH:15])[CH2:14]1. (5) Given the reactants [F:1][C:2]1[CH:7]=[C:6]([OH:8])[CH:5]=[C:4]([F:9])[C:3]=1[CH:10]([O:14][CH2:15][CH3:16])[C:11]([OH:13])=O.Cl.Cl.[CH2:19]([O:26][C:27](=[O:39])[NH:28][C:29]([C:31]1[CH:36]=[CH:35][C:34]([CH2:37][NH2:38])=[CH:33][CH:32]=1)=[NH:30])[C:20]1[CH:25]=[CH:24][CH:23]=[CH:22][CH:21]=1.C1C=CC2N(O)N=NC=2C=1.Cl.CN(C)CCCN=C=NCC, predict the reaction product. The product is: [CH2:19]([O:26][C:27](=[O:39])[NH:28][C:29]([C:31]1[CH:32]=[CH:33][C:34]([CH2:37][NH:38][C:11](=[O:13])[CH:10]([C:3]2[C:4]([F:9])=[CH:5][C:6]([OH:8])=[CH:7][C:2]=2[F:1])[O:14][CH2:15][CH3:16])=[CH:35][CH:36]=1)=[NH:30])[C:20]1[CH:25]=[CH:24][CH:23]=[CH:22][CH:21]=1.